This data is from Reaction yield outcomes from USPTO patents with 853,638 reactions. The task is: Predict the reaction yield, written as a fraction of the theoretical maximum amount of product (1.0 means a 100% yield; for example, 0.34 means a 34% yield). (1) The reactants are [Cl:1][C:2]1[N:7]=[C:6]([NH:8][CH2:9][C:10]2[CH:11]=[C:12]([NH:16][C:17](=[O:27])[C:18]3[CH:23]=[CH:22][CH:21]=[C:20]([N+:24]([O-])=O)[CH:19]=3)[CH:13]=[CH:14][CH:15]=2)[C:5]([Cl:28])=[CH:4][N:3]=1.CO.C(O)(=O)C.C([O-])(O)=O.[Na+]. The catalyst is [Fe].CCOC(C)=O.O. The product is [NH2:24][C:20]1[CH:19]=[C:18]([CH:23]=[CH:22][CH:21]=1)[C:17]([NH:16][C:12]1[CH:13]=[CH:14][CH:15]=[C:10]([CH2:9][NH:8][C:6]2[C:5]([Cl:28])=[CH:4][N:3]=[C:2]([Cl:1])[N:7]=2)[CH:11]=1)=[O:27]. The yield is 0.970. (2) The reactants are [CH2:1]([O:3][C:4]1[CH:13]=[C:12]2[C:7]([CH:8]=[CH:9][CH:10]=[C:11]2[NH2:14])=[CH:6][CH:5]=1)[CH3:2].C(O)(C)(C)C.N.[Li]. The catalyst is O1CCCC1. The product is [CH2:1]([O:3][C:4]1[CH2:13][C:12]2[C:11]([NH2:14])=[CH:10][CH:9]=[CH:8][C:7]=2[CH2:6][CH:5]=1)[CH3:2]. The yield is 0.550. (3) The reactants are C(OC(=O)[NH:10][C:11]1[C:12](=[O:25])[N:13]([CH2:21][CH2:22][CH2:23][CH3:24])[C:14]2[CH2:15][CH2:16][CH2:17][CH2:18][C:19]=2[CH:20]=1)C1C=CC=CC=1.[C:27]([OH:30])(=[O:29])[CH3:28]. The catalyst is CO.[Pd]. The product is [C:27]([OH:30])(=[O:29])[CH3:28].[NH2:10][C:11]1[C:12](=[O:25])[N:13]([CH2:21][CH2:22][CH2:23][CH3:24])[C:14]2[CH2:15][CH2:16][CH2:17][CH2:18][C:19]=2[CH:20]=1. The yield is 0.760. (4) The reactants are [F:1][C:2]1[C:3]([OH:31])=[C:4]([CH:28]=[CH:29][CH:30]=1)[C:5]([NH:7]/[C:8](/[CH3:27])=[C:9](\[C:15]([NH:17][CH2:18][CH2:19][C:20]1[CH:25]=[CH:24][CH:23]=[C:22](F)[CH:21]=1)=[O:16])/[CH2:10][CH2:11][CH:12]([CH3:14])[CH3:13])=O.[OH-].[Na+].Cl. The catalyst is C(O)C. The product is [F:1][C:2]1[C:3]([OH:31])=[C:4]([C:5]2[N:17]([CH2:18][CH2:19][C:20]3[CH:25]=[CH:24][CH:23]=[CH:22][CH:21]=3)[C:15](=[O:16])[C:9]([CH2:10][CH2:11][CH:12]([CH3:14])[CH3:13])=[C:8]([CH3:27])[N:7]=2)[CH:28]=[CH:29][CH:30]=1. The yield is 0.500. (5) The reactants are [Cl:1][C:2]1[C:3]([C:8]2[CH:9]=[C:10]3[C:14](=[CH:15][CH:16]=2)[NH:13][N:12]=[C:11]3[NH:17][C:18]2[S:19][C:20]([CH2:23][C:24]([OH:26])=O)=[CH:21][N:22]=2)=[N:4][CH:5]=[CH:6][CH:7]=1.Cl.C([N:30]=C=NCCCN(C)C)C.O.ON1C2C=CC=CC=2N=N1.N. The catalyst is C(OCC)(=O)C.C(=O)([O-])O.[Na+].CN(C)C=O. The product is [Cl:1][C:2]1[C:3]([C:8]2[CH:9]=[C:10]3[C:14](=[CH:15][CH:16]=2)[NH:13][N:12]=[C:11]3[NH:17][C:18]2[S:19][C:20]([CH2:23][C:24]([NH2:30])=[O:26])=[CH:21][N:22]=2)=[N:4][CH:5]=[CH:6][CH:7]=1. The yield is 0.270. (6) The product is [CH2:1]([O:3][C:4]([C:6]1[C:10]([I:11])=[CH:9][N:8]([CH2:19][CH2:20][O:21][CH:22]2[CH2:27][CH2:26][CH2:25][CH2:24][O:23]2)[N:7]=1)=[O:5])[CH3:2]. The catalyst is C(#N)C. The reactants are [CH2:1]([O:3][C:4]([C:6]1[C:10]([I:11])=[CH:9][NH:8][N:7]=1)=[O:5])[CH3:2].C(=O)([O-])[O-].[Cs+].[Cs+].Br[CH2:19][CH2:20][O:21][CH:22]1[CH2:27][CH2:26][CH2:25][CH2:24][O:23]1. The yield is 0.390. (7) The reactants are [OH:1][CH:2]([CH:7]([N:16]1[C:24]2[C:19](=[CH:20][CH:21]=[CH:22][CH:23]=2)[CH:18]=[CH:17]1)[C:8]1[CH:13]=[CH:12][C:11]([O:14][CH3:15])=[CH:10][CH:9]=1)[C:3]([NH:5][CH3:6])=O.B.O1CCCC1.CO. The catalyst is O1CCCC1. The product is [N:16]1([CH:7]([C:8]2[CH:9]=[CH:10][C:11]([O:14][CH3:15])=[CH:12][CH:13]=2)[CH:2]([OH:1])[CH2:3][NH:5][CH3:6])[C:24]2[C:19](=[CH:20][CH:21]=[CH:22][CH:23]=2)[CH:18]=[CH:17]1. The yield is 0.320. (8) The reactants are [CH3:1][C:2]1([CH3:18])[C:6]([CH3:8])([CH3:7])[O:5][B:4]([C:9]2[CH:17]=[CH:16][C:12]3N=CS[C:11]=3[CH:10]=2)[O:3]1.BrC1C=CC2[O:27][CH:26]=[N:25]C=2C=1. No catalyst specified. The product is [CH3:18][C:2]1([CH3:1])[C:6]([CH3:7])([CH3:8])[O:5][B:4]([C:9]2[CH:17]=[CH:16][C:12]3[O:27][CH:26]=[N:25][C:11]=3[CH:10]=2)[O:3]1. The yield is 0.900. (9) The catalyst is [Cu]I.C1C=CC([P]([Pd]([P](C2C=CC=CC=2)(C2C=CC=CC=2)C2C=CC=CC=2)([P](C2C=CC=CC=2)(C2C=CC=CC=2)C2C=CC=CC=2)[P](C2C=CC=CC=2)(C2C=CC=CC=2)C2C=CC=CC=2)(C2C=CC=CC=2)C2C=CC=CC=2)=CC=1. The yield is 0.350. The reactants are [C:1]([O:5][C:6]([N:8]1[CH2:12][CH:11]([C:13]2[NH:14][CH:15]=[C:16]([C:18]3[CH:23]=[CH:22][C:21](Br)=[CH:20][CH:19]=3)[N:17]=2)[N:10]([C:25](=[O:35])[CH:26]([NH:30][C:31]([O:33][CH3:34])=[O:32])[CH:27]([CH3:29])[CH3:28])[CH2:9]1)=[O:7])([CH3:4])([CH3:3])[CH3:2].[CH3:36][O:37][C:38](=[O:64])[NH:39][CH:40]([C:44]([N:46]1[CH2:50][CH2:49][CH2:48][CH:47]1[C:51]1[NH:52][CH:53]=[C:54]([C:56]2[CH:61]=[CH:60][C:59]([C:62]#[CH:63])=[CH:58][CH:57]=2)[N:55]=1)=[O:45])[CH:41]([CH3:43])[CH3:42].C(N(CC)CC)C. The product is [C:1]([O:5][C:6]([N:8]1[CH2:12][CH:11]([C:13]2[NH:14][CH:15]=[C:16]([C:18]3[CH:23]=[CH:22][C:21]([C:63]#[C:62][C:59]4[CH:60]=[CH:61][C:56]([C:54]5[N:55]=[C:51]([CH:47]6[CH2:48][CH2:49][CH2:50][N:46]6[C:44](=[O:45])[CH:40]([NH:39][C:38]([O:37][CH3:36])=[O:64])[CH:41]([CH3:43])[CH3:42])[NH:52][CH:53]=5)=[CH:57][CH:58]=4)=[CH:20][CH:19]=3)[N:17]=2)[N:10]([C:25](=[O:35])[CH:26]([NH:30][C:31]([O:33][CH3:34])=[O:32])[CH:27]([CH3:29])[CH3:28])[CH2:9]1)=[O:7])([CH3:4])([CH3:3])[CH3:2]. (10) The reactants are C([Si](C)(C)[O:6][CH2:7][CH2:8][O:9][C:10]1[CH:28]=[CH:27][C:13]([C:14]([C:16]2[CH:17]=[CH:18][C:19]([Cl:26])=[C:20]([S:22]([NH2:25])(=[O:24])=[O:23])[CH:21]=2)=[O:15])=[CH:12][CH:11]=1)(C)(C)C.[F-].C([N+](CCCC)(CCCC)CCCC)CCC. The catalyst is O1CCCC1.O. The product is [Cl:26][C:19]1[CH:18]=[CH:17][C:16]([C:14](=[O:15])[C:13]2[CH:12]=[CH:11][C:10]([O:9][CH2:8][CH2:7][OH:6])=[CH:28][CH:27]=2)=[CH:21][C:20]=1[S:22]([NH2:25])(=[O:24])=[O:23]. The yield is 1.00.